This data is from Forward reaction prediction with 1.9M reactions from USPTO patents (1976-2016). The task is: Predict the product of the given reaction. Given the reactants [Cl:1][C:2]1[CH:7]=[CH:6][C:5]([Mg]Br)=[CH:4][CH:3]=1.C(OCC)C.[Cl:15][C:16]1[CH:24]=[C:23]2[C:19]([C:20](=[O:26])[C:21](=[O:25])[NH:22]2)=[CH:18][CH:17]=1, predict the reaction product. The product is: [Cl:1][C:2]1[CH:7]=[C:6]2[C:5]([C:20]([C:19]3[CH:23]=[CH:24][C:16]([Cl:15])=[CH:17][CH:18]=3)([OH:26])[C:21](=[O:25])[NH:22]2)=[CH:4][CH:3]=1.